From a dataset of Forward reaction prediction with 1.9M reactions from USPTO patents (1976-2016). Predict the product of the given reaction. Given the reactants CC1(C)COB([C:8]2[CH:9]=[CH:10][C:11]([F:23])=[C:12]([C:14]3[CH:22]=[N:21][CH:20]=[CH:19][C:15]=3[C:16]([NH2:18])=[O:17])[CH:13]=2)OC1.Br[C:26]1[N:30]2[CH:31]=[CH:32][C:33]([C:35]([F:38])([F:37])[F:36])=[N:34][C:29]2=[N:28][CH:27]=1, predict the reaction product. The product is: [F:23][C:11]1[CH:10]=[CH:9][C:8]([C:26]2[N:30]3[CH:31]=[CH:32][C:33]([C:35]([F:36])([F:37])[F:38])=[N:34][C:29]3=[N:28][CH:27]=2)=[CH:13][C:12]=1[C:14]1[CH:22]=[N:21][CH:20]=[CH:19][C:15]=1[C:16]([NH2:18])=[O:17].